Dataset: Forward reaction prediction with 1.9M reactions from USPTO patents (1976-2016). Task: Predict the product of the given reaction. Given the reactants Cl.[N:2]1[CH:7]=[CH:6][CH:5]=[CH:4][C:3]=1[C:8](Cl)=[O:9].[Cl:11][C:12]1[C:17]([C:18]([F:21])([F:20])[F:19])=[CH:16][N:15]=[C:14]2[NH:22][CH:23]=[C:24]([NH2:25])[C:13]=12, predict the reaction product. The product is: [Cl:11][C:12]1[C:17]([C:18]([F:21])([F:19])[F:20])=[CH:16][N:15]=[C:14]2[NH:22][CH:23]=[C:24]([NH:25][C:8](=[O:9])[C:3]3[CH:4]=[CH:5][CH:6]=[CH:7][N:2]=3)[C:13]=12.